Dataset: Catalyst prediction with 721,799 reactions and 888 catalyst types from USPTO. Task: Predict which catalyst facilitates the given reaction. (1) Reactant: [C:1]([N:5]1[C:9]2=[N:10][CH:11]=[N:12][C:13]([NH2:14])=[C:8]2[CH:7]=[N:6]1)([CH3:4])([CH3:3])[CH3:2].[Br:15]Br.[OH-].[Na+]. Product: [Br:15][C:7]1[C:8]2[C:9](=[N:10][CH:11]=[N:12][C:13]=2[NH2:14])[N:5]([C:1]([CH3:4])([CH3:2])[CH3:3])[N:6]=1. The catalyst class is: 6. (2) Reactant: C[O:2][C:3](=[O:25])[C:4]1[CH:9]=[CH:8][C:7]([C:10]2[CH:24]=[CH:23][C:13]3[N:14]([C:17]4[CH:22]=[CH:21][CH:20]=[CH:19][CH:18]=4)[CH:15]=[N:16][C:12]=3[CH:11]=2)=[CH:6][CH:5]=1.[OH-].[K+]. Product: [C:17]1([N:14]2[C:13]3[CH:23]=[CH:24][C:10]([C:7]4[CH:6]=[CH:5][C:4]([C:3]([OH:25])=[O:2])=[CH:9][CH:8]=4)=[CH:11][C:12]=3[N:16]=[CH:15]2)[CH:18]=[CH:19][CH:20]=[CH:21][CH:22]=1. The catalyst class is: 12. (3) Reactant: Br[C:2]1[N:3]([CH:18]2[CH2:23][CH2:22][CH2:21][CH2:20][O:19]2)[C:4]2[C:9]([N:10]=1)=[C:8]([NH2:11])[N:7]=[C:6]([O:12][C@@H:13]([CH3:17])[CH2:14][CH2:15][CH3:16])[N:5]=2.[CH3:24][O-:25].[Na+]. Product: [CH3:17][C@H:13]([O:12][C:6]1[N:5]=[C:4]2[C:9]([N:10]=[C:2]([O:25][CH3:24])[N:3]2[CH:18]2[CH2:23][CH2:22][CH2:21][CH2:20][O:19]2)=[C:8]([NH2:11])[N:7]=1)[CH2:14][CH2:15][CH3:16]. The catalyst class is: 5. (4) Reactant: [F:1][C:2]1[CH:8]=[CH:7][CH:6]=[CH:5][C:3]=1[NH2:4].S([O-])([O-])(=O)=O.[Mg+2].[CH:15](=O)[C:16]1[CH:21]=[CH:20][CH:19]=[CH:18][CH:17]=1.CC1C=CC(S(O)(=O)=O)=CC=1. Product: [CH:15](=[N:4]/[C:3]1[CH:5]=[CH:6][CH:7]=[CH:8][C:2]=1[F:1])\[C:16]1[CH:21]=[CH:20][CH:19]=[CH:18][CH:17]=1. The catalyst class is: 28. (5) Reactant: [F:1][C:2]1[CH:7]=[CH:6][C:5](B(O)O)=[CH:4][CH:3]=1.Br[C:12]1[CH:13]=[C:14]([Cl:23])[C:15]([C:18]([F:22])([F:21])[CH2:19][NH2:20])=[N:16][CH:17]=1.C(=O)([O-])[O-].[Cs+].[Cs+]. The catalyst class is: 38. Product: [Cl:23][C:14]1[C:15]([C:18]([F:22])([F:21])[CH2:19][NH2:20])=[N:16][CH:17]=[C:12]([C:5]2[CH:6]=[CH:7][C:2]([F:1])=[CH:3][CH:4]=2)[CH:13]=1. (6) Reactant: [C:1]([C:4]1[CH:11]=[CH:10][C:7]([C:8]#[N:9])=[CH:6][CH:5]=1)(=[O:3])[CH3:2].[BH4-].[Na+]. Product: [OH:3][CH:1]([C:4]1[CH:11]=[CH:10][C:7]([C:8]#[N:9])=[CH:6][CH:5]=1)[CH3:2]. The catalyst class is: 36. (7) Reactant: C(O[C:6]([N:8]1[C:16]2[C:11](=[CH:12][CH:13]=[CH:14][CH:15]=2)[C:10]([C:17](=[O:34])[N:18]([CH3:33])[C:19]2[CH:20]=[N:21][C:22]([O:25][C:26]3[C:27]([CH3:32])=[N:28][CH:29]=[CH:30][CH:31]=3)=[CH:23][CH:24]=2)=[CH:9]1)=O)(C)(C)C.[H-].[Na+].CI. Product: [CH3:33][N:18]([C:19]1[CH:20]=[N:21][C:22]([O:25][C:26]2[C:27]([CH3:32])=[N:28][CH:29]=[CH:30][CH:31]=2)=[CH:23][CH:24]=1)[C:17]([C:10]1[C:11]2[C:16](=[CH:15][CH:14]=[CH:13][CH:12]=2)[N:8]([CH3:6])[CH:9]=1)=[O:34]. The catalyst class is: 1. (8) Reactant: [CH3:1][O:2][C:3]1[CH:8]=[C:7]([N+:9]([O-:11])=[O:10])[CH:6]=[CH:5][C:4]=1[CH2:12][C:13]#[N:14].CO[CH:17](OC)[N:18]([CH3:20])[CH3:19]. Product: [CH3:20][N:18]([CH3:19])/[CH:17]=[C:12](/[C:4]1[CH:5]=[CH:6][C:7]([N+:9]([O-:11])=[O:10])=[CH:8][C:3]=1[O:2][CH3:1])\[C:13]#[N:14]. The catalyst class is: 11.